This data is from Forward reaction prediction with 1.9M reactions from USPTO patents (1976-2016). The task is: Predict the product of the given reaction. (1) Given the reactants C(N(CC)CC)C.[C:8]([C:12]1[CH:13]=[C:14]([NH:30][S:31]([CH3:34])(=[O:33])=[O:32])[C:15]([O:28][CH3:29])=[C:16]([NH:18][C:19](=[O:27])OC2C=CC=CC=2)[CH:17]=1)([CH3:11])([CH3:10])[CH3:9].[NH2:35][C:36]1[C:45]2[C:40](=[CH:41][CH:42]=[CH:43][CH:44]=2)[C:39]([O:46][C:47]2[CH:52]=[CH:51][N:50]=[C:49]([NH:53][C:54]3[CH:59]=[CH:58][C:57]([P:60]([CH2:65][CH3:66])(=[O:64])[O:61][CH2:62][CH3:63])=[C:56]([O:67][CH3:68])[CH:55]=3)[CH:48]=2)=[CH:38][CH:37]=1.C(=O)(O)[O-].[NH4+], predict the reaction product. The product is: [C:8]([C:12]1[CH:13]=[C:14]([NH:30][S:31]([CH3:34])(=[O:32])=[O:33])[C:15]([O:28][CH3:29])=[C:16]([NH:18][C:19](=[O:27])[NH:35][C:36]2[C:45]3[C:40](=[CH:41][CH:42]=[CH:43][CH:44]=3)[C:39]([O:46][C:47]3[CH:52]=[CH:51][N:50]=[C:49]([NH:53][C:54]4[CH:59]=[CH:58][C:57]([P:60]([CH2:65][CH3:66])(=[O:64])[O:61][CH2:62][CH3:63])=[C:56]([O:67][CH3:68])[CH:55]=4)[CH:48]=3)=[CH:38][CH:37]=2)[CH:17]=1)([CH3:10])([CH3:9])[CH3:11]. (2) Given the reactants [C:1]([C:3]1[C:11]2[C:6](=[CH:7][C:8]([N+:12]([O-])=O)=[CH:9][CH:10]=2)[NH:5][CH:4]=1)#[N:2].[CH:15]1(Br)[CH2:18][CH2:17][CH2:16]1.C([O-])([O-])=O.[Cs+].[Cs+], predict the reaction product. The product is: [NH2:12][C:8]1[CH:7]=[C:6]2[C:11]([C:3]([C:1]#[N:2])=[CH:4][N:5]2[CH:15]2[CH2:18][CH2:17][CH2:16]2)=[CH:10][CH:9]=1.